From a dataset of Full USPTO retrosynthesis dataset with 1.9M reactions from patents (1976-2016). Predict the reactants needed to synthesize the given product. (1) Given the product [CH:1]1([N:4]([CH:18]2[CH2:23][CH2:22][N:21]([C:25]3[N:30]=[CH:29][C:28]([O:31][CH3:32])=[CH:27][N:26]=3)[CH2:20][CH2:19]2)[C:5](=[O:17])[C:6]2[CH:7]=[CH:8][C:9]([C:12]3[O:16][CH:15]=[N:14][CH:13]=3)=[CH:10][CH:11]=2)[CH2:3][CH2:2]1, predict the reactants needed to synthesize it. The reactants are: [CH:1]1([N:4]([CH:18]2[CH2:23][CH2:22][NH:21][CH2:20][CH2:19]2)[C:5](=[O:17])[C:6]2[CH:11]=[CH:10][C:9]([C:12]3[O:16][CH:15]=[N:14][CH:13]=3)=[CH:8][CH:7]=2)[CH2:3][CH2:2]1.Cl[C:25]1[N:30]=[CH:29][C:28]([O:31][CH3:32])=[CH:27][N:26]=1. (2) Given the product [CH3:20][C:21]1[N:22]=[C:23]([O:29][CH2:30][C:31]2[CH:36]=[CH:35][C:34]([O:37][CH2:38][C:39]3[N:40]=[C:41]([C:45]4[CH:50]=[CH:49][CH:48]=[CH:47][CH:46]=4)[O:42][C:43]=3[CH3:44])=[CH:33][CH:32]=2)[C:24]([CH2:25][C:16]#[N:17])=[CH:27][CH:28]=1, predict the reactants needed to synthesize it. The reactants are: CC(C)([O-])C.[K+].C1(C)C(S([CH2:16][N+:17]#[C-])(=O)=O)=CC=CC=1.[CH3:20][C:21]1[CH:28]=[CH:27][C:24]([CH:25]=O)=[C:23]([O:29][CH2:30][C:31]2[CH:36]=[CH:35][C:34]([O:37][CH2:38][C:39]3[N:40]=[C:41]([C:45]4[CH:50]=[CH:49][CH:48]=[CH:47][CH:46]=4)[O:42][C:43]=3[CH3:44])=[CH:33][CH:32]=2)[N:22]=1.CO. (3) The reactants are: [NH2:1][C:2]1[CH:10]=[CH:9][C:5]2[N:6]=[CH:7][S:8][C:4]=2[CH:3]=1.[Cl:11][C:12]([O:14][C:15]1[CH:20]=[CH:19][C:18]([N+:21]([O-:23])=[O:22])=[CH:17][CH:16]=1)=[O:13]. Given the product [ClH:11].[S:8]1[C:4]2[CH:3]=[C:2]([NH:1][C:12](=[O:13])[O:14][C:15]3[CH:16]=[CH:17][C:18]([N+:21]([O-:23])=[O:22])=[CH:19][CH:20]=3)[CH:10]=[CH:9][C:5]=2[N:6]=[CH:7]1, predict the reactants needed to synthesize it. (4) Given the product [Cl:16][C:12]1[CH:13]=[CH:14][CH:15]=[C:10]([Cl:9])[C:11]=1[N:17]1[CH:1]=[CH:28][C:21]2[N:22]=[C:23]([S:26][CH3:27])[N:24]=[CH:25][C:20]=2[C:18]1=[O:19], predict the reactants needed to synthesize it. The reactants are: [CH3:1]N(C(OC)OC)C.[Cl:9][C:10]1[CH:15]=[CH:14][CH:13]=[C:12]([Cl:16])[C:11]=1[NH:17][C:18]([C:20]1[C:21]([CH3:28])=[N:22][C:23]([S:26][CH3:27])=[N:24][CH:25]=1)=[O:19]. (5) Given the product [CH2:8]([O:7][C:1](=[O:6])[CH2:2][CH2:3][CH2:4][CH2:5][C:20]1[N:25]=[C:24]([NH2:26])[N:23]=[C:22]([NH2:27])[CH:21]=1)[CH3:9], predict the reactants needed to synthesize it. The reactants are: [C:1]([O:7][CH2:8][CH3:9])(=[O:6])[CH2:2][CH2:3][CH:4]=[CH2:5].B1C2CCCC1CCC2.Cl[C:20]1[N:25]=[C:24]([NH2:26])[N:23]=[C:22]([NH2:27])[CH:21]=1.C([O-])([O-])=O.[K+].[K+]. (6) Given the product [Br:1][C:2]1[CH:7]=[CH:6][N:5]=[C:4]([C@@H:8]([NH2:11])[CH2:9][CH3:10])[CH:3]=1, predict the reactants needed to synthesize it. The reactants are: [Br:1][C:2]1[CH:7]=[CH:6][N:5]=[C:4]([C@@H:8]([NH:11]S(C(C)(C)C)=O)[CH2:9][CH3:10])[CH:3]=1.CCC(C)[BH-](C(C)CC)C(C)CC.[Li+].[BH4-].[Li+]. (7) Given the product [F:1][C:2]1[CH:10]=[N:9][CH:8]=[C:7]([NH:11][C:12]2[CH:17]=[CH:16][C:15]([I:18])=[CH:14][C:13]=2[F:19])[C:3]=1[C:4]([NH2:22])=[O:5], predict the reactants needed to synthesize it. The reactants are: [F:1][C:2]1[CH:10]=[N:9][CH:8]=[C:7]([NH:11][C:12]2[CH:17]=[CH:16][C:15]([I:18])=[CH:14][C:13]=2[F:19])[C:3]=1[C:4](O)=[O:5].C(N1C=CN=C1)([N:22]1C=CN=C1)=O.N.